This data is from Reaction yield outcomes from USPTO patents with 853,638 reactions. The task is: Predict the reaction yield, written as a fraction of the theoretical maximum amount of product (1.0 means a 100% yield; for example, 0.34 means a 34% yield). (1) The reactants are [NH2:1][C:2]1[CH:3]=[C:4]([C:8]2[C:16]([C:17]3[CH:22]=[CH:21][N:20]=[C:19]([NH:23][C:24]4[CH:29]=[CH:28][CH:27]=[C:26]([O:30][CH2:31][CH2:32][N:33]([CH2:36]C)[CH2:34]C)[CH:25]=4)[N:18]=3)=[C:11]3[CH:12]=[CH:13][CH:14]=[CH:15][N:10]3[N:9]=2)[CH:5]=[CH:6][CH:7]=1.[S:38]1[CH:42]=[CH:41][CH:40]=[C:39]1[CH2:43][C:44](Cl)=[O:45]. No catalyst specified. The product is [CH3:34][N:33]([CH3:36])[CH2:32][CH2:31][O:30][C:26]1[CH:25]=[C:24]([NH:23][C:19]2[N:18]=[C:17]([C:16]3[C:8]([C:4]4[CH:3]=[C:2]([NH:1][C:44](=[O:45])[CH2:43][C:39]5[S:38][CH:42]=[CH:41][CH:40]=5)[CH:7]=[CH:6][CH:5]=4)=[N:9][N:10]4[CH:15]=[CH:14][CH:13]=[CH:12][C:11]=34)[CH:22]=[CH:21][N:20]=2)[CH:29]=[CH:28][CH:27]=1. The yield is 0.570. (2) The reactants are [Cl:1][C:2]1[CH:3]=[C:4](/[C:12](=[N:16]\[O:17][CH:18]2[CH2:22][CH2:21][CH2:20][CH2:19]2)/[C:13]([OH:15])=O)[CH:5]=[CH:6][C:7]=1[S:8]([CH3:11])(=[O:10])=[O:9].C(N(CC)C(C)C)(C)C.[NH2:32][C:33]1[S:34][C:35]([C:38]([NH2:40])=[O:39])=[CH:36][N:37]=1. The catalyst is C(#N)C. The product is [Cl:1][C:2]1[CH:3]=[C:4](/[C:12](=[N:16]\[O:17][CH:18]2[CH2:22][CH2:21][CH2:20][CH2:19]2)/[C:13]([NH:32][C:33]2[S:34][C:35]([C:38]([NH2:40])=[O:39])=[CH:36][N:37]=2)=[O:15])[CH:5]=[CH:6][C:7]=1[S:8]([CH3:11])(=[O:9])=[O:10]. The yield is 0.120.